From a dataset of Reaction yield outcomes from USPTO patents with 853,638 reactions. Predict the reaction yield, written as a fraction of the theoretical maximum amount of product (1.0 means a 100% yield; for example, 0.34 means a 34% yield). The reactants are [OH-].[Na+].[SH:3][C:4]1[CH:5]=[C:6]([C:10](=[O:12])[CH3:11])[CH:7]=[CH:8][CH:9]=1.Br[CH:14]1[CH2:18][CH2:17][CH2:16][CH2:15]1.C(OCC)(=O)C. The catalyst is O.O1CCOCC1. The product is [CH:14]1([S:3][C:4]2[CH:5]=[C:6]([C:10](=[O:12])[CH3:11])[CH:7]=[CH:8][CH:9]=2)[CH2:18][CH2:17][CH2:16][CH2:15]1. The yield is 0.360.